From a dataset of Forward reaction prediction with 1.9M reactions from USPTO patents (1976-2016). Predict the product of the given reaction. (1) Given the reactants [N-:1]=[N+:2]=[N-:3].[Na+].[C:5]1([C:11]2[C:12]3[CH:25]=[CH:24][CH:23]=[CH:22][C:13]=3[S:14][C:15]=2[CH2:16]OS(C)(=O)=O)[CH:10]=[CH:9][CH:8]=[CH:7][CH:6]=1, predict the reaction product. The product is: [N:1]([CH2:16][C:15]1[S:14][C:13]2[CH:22]=[CH:23][CH:24]=[CH:25][C:12]=2[C:11]=1[C:5]1[CH:10]=[CH:9][CH:8]=[CH:7][CH:6]=1)=[N+:2]=[N-:3]. (2) Given the reactants C(O)=O.[NH2:4][CH2:5][CH2:6][C:7]1[CH:43]=[CH:42][C:10]([NH:11][CH:12]2[CH2:17][CH2:16][N:15]([C:18]([NH:20][CH2:21][CH2:22][C:23]3[CH:28]=[CH:27][C:26]([O:29][CH2:30][CH2:31][CH2:32][O:33][C:34]4[CH:39]=[CH:38][CH:37]=[CH:36][CH:35]=4)=[CH:25][C:24]=3[O:40][CH3:41])=[O:19])[CH2:14][CH2:13]2)=[CH:9][CH:8]=1.C([Si]([O:61][C:62]1[CH:67]=[CH:66][C:65]([O:68][CH2:69][CH:70]2[CH2:72][O:71]2)=[CH:64][CH:63]=1)(C1C=CC=CC=1)C1C=CC=CC=1)(C)(C)C, predict the reaction product. The product is: [CH3:41][O:40][C:24]1[CH:25]=[C:26]([O:29][CH2:30][CH2:31][CH2:32][O:33][C:34]2[CH:35]=[CH:36][CH:37]=[CH:38][CH:39]=2)[CH:27]=[CH:28][C:23]=1[CH2:22][CH2:21][NH:20][C:18]([N:15]1[CH2:16][CH2:17][CH:12]([NH:11][C:10]2[CH:9]=[CH:8][C:7]([CH2:6][CH2:5][NH:4][CH2:72][C@H:70]([OH:71])[CH2:69][O:68][C:65]3[CH:66]=[CH:67][C:62]([OH:61])=[CH:63][CH:64]=3)=[CH:43][CH:42]=2)[CH2:13][CH2:14]1)=[O:19]. (3) Given the reactants [Cl:1]C1C=CC(C2C=C3C(C(O)=O)CC(C)(C)OC3=NC=2C2C=CC(Cl)=CC=2Cl)=CC=1.[Cl:31][C:32]1[CH:37]=[CH:36][CH:35]=[CH:34][C:33]=1[C:38]1[N:43]=[C:42]2[O:44][C:45]([CH3:52])([CH3:51])[CH2:46][CH:47]([C:48](O)=[O:49])[C:41]2=[CH:40][C:39]=1[C:53]1[CH:58]=[CH:57][C:56]([Cl:59])=[CH:55][CH:54]=1.O[N:61]1[C:65]2[CH:66]=CC=CC=2N=[N:62]1.O.NN.C(Cl)(=O)C, predict the reaction product. The product is: [Cl:59][C:56]1[CH:57]=[CH:58][C:53]([C:39]2[CH:40]=[C:41]3[CH:47]([C:48]4[O:49][C:65]([CH3:66])=[N:61][N:62]=4)[CH2:46][C:45]([CH3:51])([CH3:52])[O:44][C:42]3=[N:43][C:38]=2[C:33]2[CH:34]=[CH:35][C:36]([Cl:1])=[CH:37][C:32]=2[Cl:31])=[CH:54][CH:55]=1. (4) The product is: [Br:5][C:6]1[CH:12]=[CH:11][CH:10]=[C:9]([CH3:13])[C:7]=1[I:15]. Given the reactants N([O-])=O.[Na+].[Br:5][C:6]1[CH:12]=[CH:11][CH:10]=[C:9]([CH3:13])[C:7]=1N.Cl.[I-:15].[K+], predict the reaction product. (5) Given the reactants [F:1][C:2]([F:41])([F:40])[C:3]1[CH:8]=[CH:7][C:6]([C:9]2[CH:14]=[CH:13][CH:12]=[CH:11][C:10]=2[C:15]([NH:17][C:18]2[CH:39]=[CH:38][C:21]([O:22][CH2:23][CH2:24][C:25]3[N:26]=[C:27]([NH:30]C(=O)OC(C)(C)C)[S:28][CH:29]=3)=[CH:20][CH:19]=2)=[O:16])=[CH:5][CH:4]=1.FC(F)(F)C(O)=O, predict the reaction product. The product is: [NH2:30][C:27]1[S:28][CH:29]=[C:25]([CH2:24][CH2:23][O:22][C:21]2[CH:38]=[CH:39][C:18]([NH:17][C:15]([C:10]3[C:9]([C:6]4[CH:5]=[CH:4][C:3]([C:2]([F:41])([F:1])[F:40])=[CH:8][CH:7]=4)=[CH:14][CH:13]=[CH:12][CH:11]=3)=[O:16])=[CH:19][CH:20]=2)[N:26]=1. (6) The product is: [CH3:1][O:2][CH:3]1[CH2:4][CH2:5][N:6]([C:9]2[N:14]=[C:13]([NH:15][C:16]3[N:21]=[CH:20][C:19]4[N:22]=[C:23]([C:26]5[CH:30]=[N:29][NH:28][CH:27]=5)[N:24]([CH3:25])[C:18]=4[CH:17]=3)[CH:12]=[CH:11][N:10]=2)[CH2:7][CH2:8]1. Given the reactants [CH3:1][O:2][CH:3]1[CH2:8][CH2:7][N:6]([C:9]2[N:14]=[C:13]([NH:15][C:16]3[N:21]=[CH:20][C:19]4[N:22]=[C:23]([C:26]5[CH:27]=[N:28][N:29](COCC[Si](C)(C)C)[CH:30]=5)[N:24]([CH3:25])[C:18]=4[CH:17]=3)[CH:12]=[CH:11][N:10]=2)[CH2:5][CH2:4]1, predict the reaction product. (7) Given the reactants [CH3:1][O:2][C:3](=[O:30])[C@H:4]([N:8]([CH2:27][CH:28]=[CH2:29])[S:9]([C:12]1[CH:17]=[CH:16][C:15]([O:18][CH2:19][C:20]2[CH:25]=[CH:24][C:23]([F:26])=[CH:22][CH:21]=2)=[CH:14][CH:13]=1)(=O)=O)[C@@H:5]([OH:7])[CH3:6].C(=O)([O-])[O-].[K+].[K+].FC(F)(F)C([O-])=O.[I:44]I, predict the reaction product. The product is: [CH3:1][O:2][C:3]([C@H:4]1[C@H:5]([CH3:6])[O:7][C@@H:28]([CH2:29][I:44])[CH2:27][N:8]1[S:9][C:12]1[CH:17]=[CH:16][C:15]([O:18][CH2:19][C:20]2[CH:25]=[CH:24][C:23]([F:26])=[CH:22][CH:21]=2)=[CH:14][CH:13]=1)=[O:30].